Task: Predict the reactants needed to synthesize the given product.. Dataset: Full USPTO retrosynthesis dataset with 1.9M reactions from patents (1976-2016) (1) The reactants are: [Cl:1][C:2]1[C:3]([O:12][C:13]2[CH:18]=[C:17]([O:19][CH2:20][CH2:21][CH2:22][C:23]#[N:24])[CH:16]=[CH:15][C:14]=2/[CH:25]=[CH:26]/[C:27]([O:29]CC)=[O:28])=[N:4][CH:5]=[C:6]([C:8]([F:11])([F:10])[F:9])[CH:7]=1.O1CCCC1.[OH-].[Na+].Cl. Given the product [Cl:1][C:2]1[C:3]([O:12][C:13]2[CH:18]=[C:17]([O:19][CH2:20][CH2:21][CH2:22][C:23]#[N:24])[CH:16]=[CH:15][C:14]=2/[CH:25]=[CH:26]/[C:27]([OH:29])=[O:28])=[N:4][CH:5]=[C:6]([C:8]([F:9])([F:11])[F:10])[CH:7]=1, predict the reactants needed to synthesize it. (2) Given the product [Cl:20][C:21]1[CH:26]=[CH:25][C:24]([C:2]2[C:7]([O:19][CH2:18][C:13]3[CH:14]=[CH:15][CH:16]=[CH:17][N:12]=3)=[N:6][CH:5]=[C:4]([CH:3]=2)[C:9]([NH:30][CH2:31][C@@:32]([CH:34]2[CH2:36][CH2:35]2)([OH:33])[CH3:37])=[O:11])=[CH:23][CH:22]=1, predict the reactants needed to synthesize it. The reactants are: Br[C:2]1[CH:3]=[C:4]([C:9]([OH:11])=O)[CH:5]=[N:6][C:7]=1Cl.[N:12]1[CH:17]=[CH:16][CH:15]=[CH:14][C:13]=1[CH2:18][OH:19].[Cl:20][C:21]1[CH:26]=[CH:25][C:24](B(O)O)=[CH:23][CH:22]=1.[NH2:30][CH2:31][C@@:32]([CH3:37])([CH:34]1[CH2:36][CH2:35]1)[OH:33]. (3) Given the product [Cl:44][C:45]1[C:3]([C:2]([F:7])([F:6])[F:1])=[CH:43][CH:42]=[CH:30][C:31]=1[CH2:32][NH:33][C:14]([CH:13]1[CH2:12][N:11]([C:17]2[N:18]=[CH:19][N:20]([CH3:22])[CH:21]=2)[C:10](=[O:23])[N:9]1[CH3:8])=[O:16], predict the reactants needed to synthesize it. The reactants are: [F:1][C:2]([F:7])([F:6])[C:3](O)=O.[CH3:8][N:9]1[CH:13]([C:14]([OH:16])=O)[CH2:12][N:11]([C:17]2[N:18]=[CH:19][N:20]([CH3:22])[CH:21]=2)[C:10]1=[O:23].Cl.C(N=C=N[CH2:30][CH2:31][CH2:32][N:33](C)C)C.C(N1[CH2:43][CH2:42]OCC1)C.[Cl:44][CH2:45]Cl. (4) Given the product [CH3:1][O:2][C:3](=[O:14])[C:4]1[CH:9]=[CH:8][C:7]([N+:10]([O-:12])=[O:11])=[CH:6][C:5]=1[CH2:13][Br:15], predict the reactants needed to synthesize it. The reactants are: [CH3:1][O:2][C:3](=[O:14])[C:4]1[CH:9]=[CH:8][C:7]([N+:10]([O-:12])=[O:11])=[CH:6][C:5]=1[CH3:13].[Br:15]N1C(=O)CCC1=O.N(C(C)(C)C#N)=NC(C)(C)C#N.C1(=O)NC(=O)CC1. (5) Given the product [CH2:11]([C:9]1[CH:8]=[CH:7][C:3]([C:4]([OH:6])=[O:5])=[C:2]([NH:27][CH2:19][CH2:20][C:21]2[CH:26]=[CH:25][CH:24]=[CH:23][CH:22]=2)[CH:10]=1)[CH2:12][C:13]1[CH:18]=[CH:17][CH:16]=[CH:15][CH:14]=1, predict the reactants needed to synthesize it. The reactants are: I[C:2]1[CH:10]=[C:9]([CH2:11][CH2:12][C:13]2[CH:18]=[CH:17][CH:16]=[CH:15][CH:14]=2)[CH:8]=[CH:7][C:3]=1[C:4]([OH:6])=[O:5].[CH2:19]([NH2:27])[CH2:20][C:21]1[CH:26]=[CH:25][CH:24]=[CH:23][CH:22]=1.N1CCC[C@H]1C(O)=O.C(=O)([O-])[O-].[K+].[K+].Cl. (6) The reactants are: [F:1][C:2]1[CH:3]=[C:4]([CH:19]=[CH:20][CH:21]=1)[CH2:5][O:6][C:7]1[CH:12]=[CH:11][C:10]([C:13]#[C:14][Si](C)(C)C)=[CH:9][CH:8]=1.C(=O)([O-])[O-].[K+].[K+]. Given the product [F:1][C:2]1[CH:3]=[C:4]([CH:19]=[CH:20][CH:21]=1)[CH2:5][O:6][C:7]1[CH:12]=[CH:11][C:10]([C:13]#[CH:14])=[CH:9][CH:8]=1, predict the reactants needed to synthesize it.